Dataset: Peptide-MHC class I binding affinity with 185,985 pairs from IEDB/IMGT. Task: Regression. Given a peptide amino acid sequence and an MHC pseudo amino acid sequence, predict their binding affinity value. This is MHC class I binding data. (1) The peptide sequence is RSCSYKIGHH. The MHC is HLA-A68:01 with pseudo-sequence HLA-A68:01. The binding affinity (normalized) is 0. (2) The peptide sequence is WTGMVDGWY. The MHC is HLA-B39:01 with pseudo-sequence HLA-B39:01. The binding affinity (normalized) is 0.0847. (3) The peptide sequence is QTSGTTTIFA. The MHC is HLA-B57:01 with pseudo-sequence HLA-B57:01. The binding affinity (normalized) is 0.435.